From a dataset of Peptide-MHC class I binding affinity with 185,985 pairs from IEDB/IMGT. Regression. Given a peptide amino acid sequence and an MHC pseudo amino acid sequence, predict their binding affinity value. This is MHC class I binding data. (1) The peptide sequence is AEGSRGGSQA. The MHC is HLA-B18:01 with pseudo-sequence HLA-B18:01. The binding affinity (normalized) is 0. (2) The peptide sequence is CPAEIVDTV. The MHC is HLA-B51:01 with pseudo-sequence HLA-B51:01. The binding affinity (normalized) is 0.942.